From a dataset of Forward reaction prediction with 1.9M reactions from USPTO patents (1976-2016). Predict the product of the given reaction. Given the reactants [CH3:1][O:2][C:3]1[CH:4]=[C:5]([C:11]2[N:16]=[N:15][C:14]([NH2:17])=[CH:13][CH:12]=2)[CH:6]=[CH:7][C:8]=1[O:9][CH3:10].Cl[CH:19]([C:23](=O)[CH3:24])[C:20](=[O:22])[CH3:21], predict the reaction product. The product is: [CH3:1][O:2][C:3]1[CH:4]=[C:5]([C:11]2[CH:12]=[CH:13][C:14]3[N:15]([C:19]([C:20](=[O:22])[CH3:21])=[C:23]([CH3:24])[N:17]=3)[N:16]=2)[CH:6]=[CH:7][C:8]=1[O:9][CH3:10].